This data is from Catalyst prediction with 721,799 reactions and 888 catalyst types from USPTO. The task is: Predict which catalyst facilitates the given reaction. (1) Reactant: [O:1]=[C:2]1[CH2:7][CH2:6][N:5]([C:8]([O:10][C:11]([CH3:14])([CH3:13])[CH3:12])=[O:9])[CH2:4][CH2:3]1.N1CCCC1.C(N(CC)CC)C.Br[CH2:28][CH:29]([CH2:34]Br)[C:30]([O:32][CH3:33])=[O:31]. Product: [C:11]([O:10][C:8]([N:5]1[CH2:4][CH:3]2[C:2](=[O:1])[CH:7]([CH2:28][CH:29]([C:30]([O:32][CH3:33])=[O:31])[CH2:34]2)[CH2:6]1)=[O:9])([CH3:14])([CH3:13])[CH3:12]. The catalyst class is: 638. (2) Reactant: [NH2:1][C:2]1[C:3]([C:25]([NH2:27])=[O:26])=[CH:4][C:5]2[C:13]3[C:8](=[CH:9][CH:10]=[CH:11][CH:12]=3)[N:7]([CH2:14][CH2:15][O:16][Si](C(C)(C)C)(C)C)[C:6]=2[N:24]=1.[F-].C([N+](CCCC)(CCCC)CCCC)CCC. Product: [NH2:1][C:2]1[C:3]([C:25]([NH2:27])=[O:26])=[CH:4][C:5]2[C:13]3[C:8](=[CH:9][CH:10]=[CH:11][CH:12]=3)[N:7]([CH2:14][CH2:15][OH:16])[C:6]=2[N:24]=1. The catalyst class is: 7. (3) Reactant: [Cl:1][C:2]1[CH:3]=[C:4]2[C:12](=[O:13])[C:11]3[CH:14]=[C:15]([CH:18]=[CH2:19])[N:16]=[CH:17][C:10]=3[CH:9]=[CH:8][C:5]2=[N:6][CH:7]=1.[BH4-].[Na+].[NH4+].[Cl-]. Product: [Cl:1][C:2]1[CH:3]=[C:4]2[CH:12]([OH:13])[C:11]3[CH:14]=[C:15]([CH2:18][CH3:19])[N:16]=[CH:17][C:10]=3[CH:9]=[CH:8][C:5]2=[N:6][CH:7]=1. The catalyst class is: 5. (4) Reactant: CCN(C(C)C)C(C)C.[F:10][C:11]1[CH:12]=[C:13]([C:17]2[NH:21][N:20]=[C:19]([C:22]([OH:24])=O)[CH:18]=2)[CH:14]=[CH:15][CH:16]=1.C1(C2NN=C(C(O)=O)C=2)C=CC=CC=1.FC1C=C(C(=O)C)C=CC=1.C1C=CC2N(O)N=NC=2C=1.CCN=C=NCCCN(C)C.Cl.Cl.[NH2:72][CH2:73][C:74]([N:76]1[CH2:81][CH2:80][CH:79]([O:82][C:83]2[CH:84]=[N:85][CH:86]=[C:87]([Cl:89])[CH:88]=2)[CH2:78][CH2:77]1)=[O:75]. Product: [Cl:89][C:87]1[CH:88]=[C:83]([O:82][CH:79]2[CH2:78][CH2:77][N:76]([C:74](=[O:75])[CH2:73][NH:72][C:22]([C:19]3[CH:18]=[C:17]([C:13]4[CH:14]=[CH:15][CH:16]=[C:11]([F:10])[CH:12]=4)[NH:21][N:20]=3)=[O:24])[CH2:81][CH2:80]2)[CH:84]=[N:85][CH:86]=1. The catalyst class is: 18. (5) Reactant: [NH2:1][CH:2]1[CH:11]([CH2:12][C:13]2[CH:18]=[CH:17][CH:16]=[CH:15][CH:14]=2)[C:10]2[CH:9]=[C:8]([CH2:19][NH:20][S:21]([C:24]3[N:25]=[CH:26][N:27]([CH3:29])[CH:28]=3)(=[O:23])=[O:22])[CH:7]=[CH:6][C:5]=2[CH2:4][CH2:3]1.N1C=CC=CC=1.Cl[CH2:37][CH2:38][CH2:39][C:40](Cl)=[O:41].[OH-].[Na+]. Product: [CH2:12]([CH:11]1[C:10]2[CH:9]=[C:8]([CH2:19][NH:20][S:21]([C:24]3[N:25]=[CH:26][N:27]([CH3:29])[CH:28]=3)(=[O:23])=[O:22])[CH:7]=[CH:6][C:5]=2[CH2:4][CH2:3][CH:2]1[N:1]1[CH2:37][CH2:38][CH2:39][C:40]1=[O:41])[C:13]1[CH:14]=[CH:15][CH:16]=[CH:17][CH:18]=1. The catalyst class is: 154. (6) Reactant: [F:1][C:2]1[CH:7]=[CH:6][C:5]([OH:8])=[C:4]([N+:9]([O-:11])=[O:10])[CH:3]=1.C([O-])([O-])=O.[K+].[K+].[CH2:18](Cl)/[CH:19]=[CH:20]/[C:21]1[CH:26]=[CH:25][CH:24]=[CH:23][CH:22]=1. Product: [C:21]1(/[CH:20]=[CH:19]/[CH2:18][O:8][C:5]2[CH:6]=[CH:7][C:2]([F:1])=[CH:3][C:4]=2[N+:9]([O-:11])=[O:10])[CH:26]=[CH:25][CH:24]=[CH:23][CH:22]=1. The catalyst class is: 31. (7) Reactant: CCN(C(C)C)C(C)C.[NH2:10][CH2:11][CH2:12][CH2:13][N:14]1[C:23]2[CH:22]=[CH:21][CH:20]=[CH:19][C:18]=2[C:17]2[NH:24][N:25]=[C:26]([CH3:27])[C:16]=2[C:15]1=[O:28].[C:29](Cl)(=[O:34])[CH2:30][CH:31]([CH3:33])[CH3:32]. Product: [CH3:32][CH:31]([CH3:33])[CH2:30][C:29]([NH:10][CH2:11][CH2:12][CH2:13][N:14]1[C:23]2[CH:22]=[CH:21][CH:20]=[CH:19][C:18]=2[C:17]2=[N:24][NH:25][C:26]([CH3:27])=[C:16]2[C:15]1=[O:28])=[O:34]. The catalyst class is: 85. (8) Reactant: Cl[C:2]1[C:3]([CH3:18])=[C:4]([CH3:17])[C:5]2[N:6]([C:8]([NH:11][CH2:12][C:13]([F:16])([F:15])[F:14])=[N:9][N:10]=2)[N:7]=1.[O-:19][CH2:20][CH3:21].[Na+].O. Product: [CH2:20]([O:19][C:2]1[C:3]([CH3:18])=[C:4]([CH3:17])[C:5]2[N:6]([C:8]([NH:11][CH2:12][C:13]([F:16])([F:15])[F:14])=[N:9][N:10]=2)[N:7]=1)[CH3:21]. The catalyst class is: 8.